From a dataset of Forward reaction prediction with 1.9M reactions from USPTO patents (1976-2016). Predict the product of the given reaction. (1) Given the reactants [Cl:1][C:2]1[CH:7]=[CH:6][C:5]([S:8]([NH:11][C@@H:12]2[CH2:17][CH2:16][CH2:15][CH2:14][C@H:13]2[CH2:18][OH:19])(=[O:10])=[O:9])=[CH:4][CH:3]=1.C(=O)([O-])[O-].[Cs+].[Cs+].Br[CH2:27][C:28]1[CH:33]=[CH:32][C:31]([C:34]2[O:35][CH:36]=[CH:37][N:38]=2)=[C:30]([F:39])[C:29]=1[F:40].O1C=NC(C2C=CC(CN([C@@H]3CCCC[C@H]3CO)S(C3C=CC(Cl)=CC=3)(=O)=O)=CC=2)=N1, predict the reaction product. The product is: [Cl:1][C:2]1[CH:7]=[CH:6][C:5]([S:8]([N:11]([CH2:27][C:28]2[CH:33]=[CH:32][C:31]([C:34]3[O:35][CH:36]=[CH:37][N:38]=3)=[C:30]([F:39])[C:29]=2[F:40])[C@@H:12]2[CH2:17][CH2:16][CH2:15][CH2:14][C@H:13]2[CH2:18][OH:19])(=[O:9])=[O:10])=[CH:4][CH:3]=1. (2) The product is: [Cl:3][C:4]1[CH:5]=[C:6]([C:14]2[O:18][N:17]=[C:16]([C:19]3[C:20]([O:33][CH3:34])=[C:21]([CH2:26][CH2:27][C:28]([OH:30])=[O:29])[CH:22]=[C:23]([F:25])[CH:24]=3)[N:15]=2)[CH:7]=[N:8][C:9]=1[O:10][CH:11]([CH3:13])[CH3:12]. Given the reactants [OH-].[Na+].[Cl:3][C:4]1[CH:5]=[C:6]([C:14]2[O:18][N:17]=[C:16]([C:19]3[C:20]([O:33][CH3:34])=[C:21]([CH2:26][CH2:27][C:28]([O:30]CC)=[O:29])[CH:22]=[C:23]([F:25])[CH:24]=3)[N:15]=2)[CH:7]=[N:8][C:9]=1[O:10][CH:11]([CH3:13])[CH3:12].Cl, predict the reaction product.